From a dataset of Forward reaction prediction with 1.9M reactions from USPTO patents (1976-2016). Predict the product of the given reaction. (1) Given the reactants [OH-].[Na+].[O:3]=[S:4]1(=[O:36])[C:10]2[CH:11]=[C:12]([O:16][CH:17]([C:19]([O:21]CC)=[O:20])[CH3:18])[C:13]([Br:15])=[CH:14][C:9]=2[N:8]([C:24]2[CH:29]=[CH:28][CH:27]=[CH:26][CH:25]=2)[CH2:7][C:6]([CH2:32][CH2:33][CH2:34][CH3:35])([CH2:30][CH3:31])[CH2:5]1.CC(O)=O, predict the reaction product. The product is: [O:36]=[S:4]1(=[O:3])[C:10]2[CH:11]=[C:12]([O:16][CH:17]([C:19]([OH:21])=[O:20])[CH3:18])[C:13]([Br:15])=[CH:14][C:9]=2[N:8]([C:24]2[CH:29]=[CH:28][CH:27]=[CH:26][CH:25]=2)[CH2:7][C:6]([CH2:32][CH2:33][CH2:34][CH3:35])([CH2:30][CH3:31])[CH2:5]1. (2) Given the reactants Br[CH2:2][C:3]1[CH:8]=[CH:7][CH:6]=[C:5]([O:9][CH3:10])[CH:4]=1.[B:11]1([B:11]2[O:15][C:14]([CH3:17])([CH3:16])[C:13]([CH3:19])([CH3:18])[O:12]2)[O:15][C:14]([CH3:17])([CH3:16])[C:13]([CH3:19])([CH3:18])[O:12]1.[O-]P([O-])([O-])=O.[K+].[K+].[K+], predict the reaction product. The product is: [CH3:10][O:9][C:5]1[CH:4]=[C:3]([CH:8]=[CH:7][CH:6]=1)[CH2:2][B:11]1[O:15][C:14]([CH3:17])([CH3:16])[C:13]([CH3:19])([CH3:18])[O:12]1.